This data is from Reaction yield outcomes from USPTO patents with 853,638 reactions. The task is: Predict the reaction yield, written as a fraction of the theoretical maximum amount of product (1.0 means a 100% yield; for example, 0.34 means a 34% yield). (1) The reactants are [CH3:1][N:2]([CH3:34])[CH2:3][CH2:4][CH2:5][C:6]1[CH:7]=[C:8]([NH:13][C:14]2[N:15]=[CH:16][C:17]3[CH2:18][C:19](=[S:33])[NH:20][C:21]4[CH:28]=[C:27]([C:29]([F:32])([F:31])[F:30])[CH:26]=[CH:25][C:22]=4[C:23]=3[N:24]=2)[C:9]([CH3:12])=[N:10][CH:11]=1.[ClH:35]. The catalyst is C(O)C. The product is [ClH:35].[CH3:34][N:2]([CH3:1])[CH2:3][CH2:4][CH2:5][C:6]1[CH:7]=[C:8]([NH:13][C:14]2[N:15]=[CH:16][C:17]3[CH2:18][C:19](=[S:33])[NH:20][C:21]4[CH:28]=[C:27]([C:29]([F:32])([F:31])[F:30])[CH:26]=[CH:25][C:22]=4[C:23]=3[N:24]=2)[C:9]([CH3:12])=[N:10][CH:11]=1. The yield is 0.909. (2) The reactants are [Br:1][C:2]1[CH:7]=[CH:6][C:5]([OH:8])=[CH:4][CH:3]=1.O[CH:10]([C:14]1[CH:24]=[CH:23][C:17]([C:18]([O:20][CH2:21][CH3:22])=[O:19])=[CH:16][CH:15]=1)[CH2:11][CH2:12][CH3:13].C1(P(C2C=CC=CC=2)C2C=CC=CC=2)C=CC=CC=1.CC(OC(/N=N/C(OC(C)C)=O)=O)C. The catalyst is C1COCC1.[Cl-].[Na+].O. The product is [Br:1][C:2]1[CH:7]=[CH:6][C:5]([O:8][CH:10]([C:14]2[CH:24]=[CH:23][C:17]([C:18]([O:20][CH2:21][CH3:22])=[O:19])=[CH:16][CH:15]=2)[CH2:11][CH2:12][CH3:13])=[CH:4][CH:3]=1. The yield is 0.677. (3) The reactants are [Cl:1][C:2]1[N:10]=[CH:9][CH:8]=[CH:7][C:3]=1[C:4]([OH:6])=[O:5].S(=O)(=O)(O)O.O.[C:17]([O-])(O)=O.[Na+]. The catalyst is CO. The product is [Cl:1][C:2]1[N:10]=[CH:9][CH:8]=[CH:7][C:3]=1[C:4]([O:6][CH3:17])=[O:5]. The yield is 0.400. (4) The reactants are [CH3:1][C:2]([Si:5]([CH3:12])([CH3:11])[O:6][CH2:7][C@H:8]([OH:10])[CH3:9])([CH3:4])[CH3:3].O[C:14]1[CH:15]=[C:16]([CH:21]=[C:22]([O:24][CH2:25][C:26]2[CH:31]=[CH:30][CH:29]=[CH:28][CH:27]=2)[CH:23]=1)[C:17]([O:19][CH3:20])=[O:18].C1(P(C2C=CC=CC=2)C2C=CC=CC=2)C=CC=CC=1.CC(OC(/N=N/C(OC(C)C)=O)=O)C. The catalyst is C1COCC1. The product is [CH3:1][C:2]([Si:5]([CH3:12])([CH3:11])[O:6][CH2:7][C@@H:8]([O:10][C:14]1[CH:15]=[C:16]([CH:21]=[C:22]([O:24][CH2:25][C:26]2[CH:31]=[CH:30][CH:29]=[CH:28][CH:27]=2)[CH:23]=1)[C:17]([O:19][CH3:20])=[O:18])[CH3:9])([CH3:3])[CH3:4]. The yield is 0.800. (5) The reactants are Cl[C:2]1[N:7]=[C:6]([C:8]([O:10][CH3:11])=[O:9])[CH:5]=[C:4]([CH3:12])[N:3]=1.[O:13]1[CH:17]=[CH:16][N:15]=[C:14]1[NH2:18]. No catalyst specified. The product is [CH3:12][C:4]1[N:3]=[C:2]([NH:18][C:14]2[O:13][CH:17]=[CH:16][N:15]=2)[N:7]=[C:6]([C:8]([O:10][CH3:11])=[O:9])[CH:5]=1. The yield is 0.220. (6) The reactants are Cl[C:2]1[N:7]=[CH:6][N:5]=[C:4]([NH:8][CH:9]2[CH2:14][CH2:13][CH2:12][N:11](C(OC(C)(C)C)=O)[CH2:10]2)[CH:3]=1.[Cl:22][C:23]1[CH:24]=[C:25]([CH:27]=[CH:28][C:29]=1[F:30])[NH2:26]. The catalyst is CCOC(C)=O. The product is [Cl:22][C:23]1[CH:24]=[C:25]([NH:26][C:2]2[CH:3]=[C:4]([NH:8][CH:9]3[CH2:14][CH2:13][CH2:12][NH:11][CH2:10]3)[N:5]=[CH:6][N:7]=2)[CH:27]=[CH:28][C:29]=1[F:30]. The yield is 0.850. (7) The reactants are [Br:1][CH2:2][CH2:3][O:4][C:5]1[C:14]2[O:13][CH2:12][CH2:11][O:10][C:9]=2[CH:8]=[CH:7][CH:6]=1.[CH3:15][C:16]1[N:17]=[C:18]([NH2:22])[S:19][C:20]=1[CH3:21]. No catalyst specified. The product is [BrH:1].[O:10]1[C:9]2[CH:8]=[CH:7][CH:6]=[C:5]([O:4][CH2:3][CH2:2][N:17]3[C:16]([CH3:15])=[C:20]([CH3:21])[S:19][C:18]3=[NH:22])[C:14]=2[O:13][CH2:12][CH2:11]1. The yield is 0.130.